Dataset: NCI-60 drug combinations with 297,098 pairs across 59 cell lines. Task: Regression. Given two drug SMILES strings and cell line genomic features, predict the synergy score measuring deviation from expected non-interaction effect. (1) Drug 1: C1=C(C(=O)NC(=O)N1)N(CCCl)CCCl. Drug 2: CCN(CC)CCNC(=O)C1=C(NC(=C1C)C=C2C3=C(C=CC(=C3)F)NC2=O)C. Cell line: NCI-H522. Synergy scores: CSS=24.8, Synergy_ZIP=-2.66, Synergy_Bliss=1.36, Synergy_Loewe=-1.26, Synergy_HSA=-0.622. (2) Drug 1: C1CC(=O)NC(=O)C1N2CC3=C(C2=O)C=CC=C3N. Drug 2: C1CC(C1)(C(=O)O)C(=O)O.[NH2-].[NH2-].[Pt+2]. Cell line: SK-MEL-5. Synergy scores: CSS=31.8, Synergy_ZIP=-3.74, Synergy_Bliss=3.41, Synergy_Loewe=-6.59, Synergy_HSA=3.21. (3) Drug 1: CCCS(=O)(=O)NC1=C(C(=C(C=C1)F)C(=O)C2=CNC3=C2C=C(C=N3)C4=CC=C(C=C4)Cl)F. Drug 2: CS(=O)(=O)OCCCCOS(=O)(=O)C. Cell line: UACC62. Synergy scores: CSS=49.0, Synergy_ZIP=4.00, Synergy_Bliss=4.50, Synergy_Loewe=-13.0, Synergy_HSA=5.51. (4) Drug 1: CS(=O)(=O)C1=CC(=C(C=C1)C(=O)NC2=CC(=C(C=C2)Cl)C3=CC=CC=N3)Cl. Drug 2: C1=NC2=C(N1)C(=S)N=CN2. Cell line: SNB-75. Synergy scores: CSS=1.81, Synergy_ZIP=-8.36, Synergy_Bliss=-16.8, Synergy_Loewe=-47.1, Synergy_HSA=-18.6. (5) Drug 1: COC1=C(C=C2C(=C1)N=CN=C2NC3=CC(=C(C=C3)F)Cl)OCCCN4CCOCC4. Drug 2: C1=CC=C(C=C1)NC(=O)CCCCCCC(=O)NO. Cell line: RXF 393. Synergy scores: CSS=31.8, Synergy_ZIP=-2.07, Synergy_Bliss=3.53, Synergy_Loewe=5.23, Synergy_HSA=5.34. (6) Drug 1: CC12CCC3C(C1CCC2O)C(CC4=C3C=CC(=C4)O)CCCCCCCCCS(=O)CCCC(C(F)(F)F)(F)F. Drug 2: CCCCCOC(=O)NC1=NC(=O)N(C=C1F)C2C(C(C(O2)C)O)O. Cell line: HS 578T. Synergy scores: CSS=-6.62, Synergy_ZIP=1.90, Synergy_Bliss=-4.53, Synergy_Loewe=-7.73, Synergy_HSA=-10.7. (7) Drug 1: CC1=CC=C(C=C1)C2=CC(=NN2C3=CC=C(C=C3)S(=O)(=O)N)C(F)(F)F. Drug 2: CS(=O)(=O)OCCCCOS(=O)(=O)C. Cell line: SK-OV-3. Synergy scores: CSS=-6.87, Synergy_ZIP=3.28, Synergy_Bliss=2.02, Synergy_Loewe=-8.62, Synergy_HSA=-8.23.